From a dataset of Forward reaction prediction with 1.9M reactions from USPTO patents (1976-2016). Predict the product of the given reaction. (1) Given the reactants [F:1][C:2]1[CH:11]=[CH:10][C:9]([CH:12]=O)=[C:8]2[C:3]=1[C:4](=[O:15])[CH:5]=[C:6]([CH3:14])[O:7]2.[C:16]([CH:18]=[C:19]([O-])[CH3:20])#[N:17].[Na+].[NH2:23]/[C:24](/[CH3:32])=[CH:25]\[C:26]([O:28][CH2:29][CH2:30][CH3:31])=[O:27].C(O)(=O)C, predict the reaction product. The product is: [C:16]([C:18]1[CH:12]([C:9]2[CH:10]=[CH:11][C:2]([F:1])=[C:3]3[C:8]=2[O:7][C:6]([CH3:14])=[CH:5][C:4]3=[O:15])[C:25]([C:26]([O:28][CH2:29][CH2:30][CH3:31])=[O:27])=[C:24]([CH3:32])[NH:23][C:19]=1[CH3:20])#[N:17]. (2) Given the reactants Cl.O1CCOCC1.C(OC(=O)[NH:14][C:15]1[CH:20]=[CH:19][C:18]([CH2:21][C:22]2[CH:27]=[C:26]([Cl:28])[N:25]=[CH:24][N:23]=2)=[CH:17][CH:16]=1)(C)(C)C, predict the reaction product. The product is: [Cl:28][C:26]1[N:25]=[CH:24][N:23]=[C:22]([CH2:21][C:18]2[CH:19]=[CH:20][C:15]([NH2:14])=[CH:16][CH:17]=2)[CH:27]=1. (3) The product is: [F:32][C:29]1[CH:30]=[CH:31][C:26]([NH:1][CH2:2][C@@H:3]2[C@H:8]([CH3:9])[CH2:7][CH2:6][CH2:5][N:4]2[C:10]([C:12]2[CH:17]=[C:16]([CH3:18])[CH:15]=[CH:14][C:13]=2[C:19]2[CH:20]=[N:21][N:22]([CH3:24])[CH:23]=2)=[O:11])=[N:27][CH:28]=1. Given the reactants [NH2:1][CH2:2][C@@H:3]1[C@H:8]([CH3:9])[CH2:7][CH2:6][CH2:5][N:4]1[C:10]([C:12]1[CH:17]=[C:16]([CH3:18])[CH:15]=[CH:14][C:13]=1[C:19]1[CH:20]=[N:21][N:22]([CH3:24])[CH:23]=1)=[O:11].Br[C:26]1[CH:31]=[CH:30][C:29]([F:32])=[CH:28][N:27]=1.CC1(C)C2C(=C(P(C3C=CC=CC=3)C3C=CC=CC=3)C=CC=2)OC2C(P(C3C=CC=CC=3)C3C=CC=CC=3)=CC=CC1=2.CC([O-])(C)C.[Na+], predict the reaction product. (4) The product is: [C:1]([O:5][C:6](=[O:28])[N:7]([CH2:11][CH2:12][NH2:13])[CH2:8][CH2:9][F:10])([CH3:4])([CH3:2])[CH3:3]. Given the reactants [C:1]([O:5][C:6](=[O:28])[N:7]([CH2:11][CH2:12][N:13](CC1C=CC=CC=1)CC1C=CC=CC=1)[CH2:8][CH2:9][F:10])([CH3:4])([CH3:3])[CH3:2], predict the reaction product. (5) The product is: [Br:12][CH2:9][C:8]([C:5]1[CH:6]=[CH:7][C:2]([Br:1])=[CH:3][C:4]=1[F:11])=[O:10]. Given the reactants [Br:1][C:2]1[CH:7]=[CH:6][C:5]([C:8](=[O:10])[CH3:9])=[C:4]([F:11])[CH:3]=1.[Br:12]Br, predict the reaction product. (6) Given the reactants [NH2:1][C@H:2]1[CH2:7][CH2:6][C@H:5]([N:8]([CH3:12])[C:9]([NH2:11])=[S:10])[CH2:4][CH2:3]1.[ClH:13].[CH3:14][I:15], predict the reaction product. The product is: [NH2:1][C@H:2]1[CH2:7][CH2:6][C@H:5]([N:8]([CH3:12])[C:9](=[NH:11])[S:10][CH3:14])[CH2:4][CH2:3]1.[ClH:13].[IH:15]. (7) The product is: [CH:3]([O:4][C:5]1[CH:6]=[C:7]([CH:12]=[CH:13][CH:14]=1)[C:8]([O:10][CH3:11])=[O:9])=[CH2:2]. Given the reactants Cl[CH2:2][CH2:3][O:4][C:5]1[CH:6]=[C:7]([CH:12]=[CH:13][CH:14]=1)[C:8]([O:10][CH3:11])=[O:9].CC(C)([O-])C.[K+], predict the reaction product.